Predict the product of the given reaction. From a dataset of Forward reaction prediction with 1.9M reactions from USPTO patents (1976-2016). (1) Given the reactants S1[CH:5]=[CH:4][C:3]([C:6]2[CH:7]=[C:8]3[C:14]([C:15]4[CH:16]=[C:17]([CH:38]=[CH:39][CH:40]=4)[CH2:18][NH:19][C:20]([C:22]4[C:23](=[O:37])[N:24]([CH2:28][C:29]5[CH:34]=[CH:33][C:32]([F:35])=[C:31]([F:36])[CH:30]=5)[CH:25]=[CH:26][CH:27]=4)=[O:21])=[CH:13][NH:12][C:9]3=[N:10][CH:11]=2)=[CH:2]1.[N:41]1C=CC=C(B(O)O)[CH:42]=1.B(O)O, predict the reaction product. The product is: [N:41]1[CH:42]=[CH:5][CH:4]=[C:3]([C:6]2[CH:7]=[C:8]3[C:14]([C:15]4[CH:16]=[C:17]([CH:38]=[CH:39][CH:40]=4)[CH2:18][NH:19][C:20]([C:22]4[C:23](=[O:37])[N:24]([CH2:28][C:29]5[CH:34]=[CH:33][C:32]([F:35])=[C:31]([F:36])[CH:30]=5)[CH:25]=[CH:26][CH:27]=4)=[O:21])=[CH:13][NH:12][C:9]3=[N:10][CH:11]=2)[CH:2]=1. (2) Given the reactants [F:1][C:2]1[CH:7]=[CH:6][C:5]([C:8](=[C:20]2[CH2:25][C:24]([CH3:27])([CH3:26])[CH2:23][C:22]([CH3:29])([CH3:28])[CH2:21]2)[C:9]2[CH:14]=[CH:13][C:12]([O:15][CH2:16][C:17]([O-])=[O:18])=[CH:11][CH:10]=2)=[CH:4][CH:3]=1.[H-].[H-].[H-].[H-].[Li+].[Al+3].Cl, predict the reaction product. The product is: [F:1][C:2]1[CH:3]=[CH:4][C:5]([C:8](=[C:20]2[CH2:21][C:22]([CH3:29])([CH3:28])[CH2:23][C:24]([CH3:27])([CH3:26])[CH2:25]2)[C:9]2[CH:14]=[CH:13][C:12]([O:15][CH2:16][CH2:17][OH:18])=[CH:11][CH:10]=2)=[CH:6][CH:7]=1.